This data is from Forward reaction prediction with 1.9M reactions from USPTO patents (1976-2016). The task is: Predict the product of the given reaction. (1) The product is: [CH:13]1([CH2:12][N:8]2[C:9](=[O:42])[C:10]3[C:5](=[CH:4][CH:3]=[C:2]([NH:1][C:26]([C@@H:24]4[CH2:23][CH2:22][C:21](=[O:20])[O:25]4)=[O:27])[CH:11]=3)[N:6]([CH2:17][CH3:18])[C:7]2=[O:16])[CH2:14][CH2:15]1. Given the reactants [NH2:1][C:2]1[CH:3]=[C:4]2[C:9](=[CH:10][CH:11]=1)[N:8]([CH2:12][CH:13]1[CH2:15][CH2:14]1)[C:7](=[O:16])[N:6]([CH2:17][CH3:18])[C:5]2=O.[O:20]=[C:21]1[O:25][C@H:24]([C:26](O)=[O:27])[CH2:23][CH2:22]1.CCN(C(C)C)C(C)C.C(P1(=O)OP(CCC)(=O)OP(CCC)(=O)[O:42]1)CC, predict the reaction product. (2) Given the reactants [NH2:1][C:2]1[C:3]2[C:10]([C:11]3[CH:16]=[CH:15][C:14]([O:17][C:18]4[CH:23]=[CH:22][CH:21]=[CH:20][CH:19]=4)=[CH:13][CH:12]=3)=[CH:9][N:8]([CH:24]3[CH2:29][CH2:28][CH:27]([CH2:30][C:31]([OH:33])=O)[CH2:26][CH2:25]3)[C:4]=2[N:5]=[CH:6][N:7]=1.O[N:35]1[C:39]2N=CC=CC=2N=N1.Cl.CN(C)CCCN=C=NCC.CN.O1CCCC1, predict the reaction product. The product is: [CH3:39][NH:35][C:31](=[O:33])[CH2:30][CH:27]1[CH2:28][CH2:29][CH:24]([N:8]2[C:4]3[N:5]=[CH:6][N:7]=[C:2]([NH2:1])[C:3]=3[C:10]([C:11]3[CH:16]=[CH:15][C:14]([O:17][C:18]4[CH:23]=[CH:22][CH:21]=[CH:20][CH:19]=4)=[CH:13][CH:12]=3)=[CH:9]2)[CH2:25][CH2:26]1. (3) The product is: [F:1][C:2]1[CH:3]=[C:4]([CH2:23][N:24]2[CH2:25][CH:26]([C:28]([OH:30])=[O:29])[CH2:27]2)[CH:5]=[CH:6][C:7]=1[C:8]1[O:9][C:10]2[CH:16]=[CH:15][C:14]([CH2:17][C:18]3[S:19][CH:20]=[CH:21][N:22]=3)=[CH:13][C:11]=2[CH:12]=1. Given the reactants [F:1][C:2]1[CH:3]=[C:4]([CH2:23][N:24]2[CH2:27][CH:26]([C:28]([O:30]CC)=[O:29])[CH2:25]2)[CH:5]=[CH:6][C:7]=1[C:8]1[O:9][C:10]2[CH:16]=[CH:15][C:14]([CH2:17][C:18]3[S:19][CH:20]=[CH:21][N:22]=3)=[CH:13][C:11]=2[CH:12]=1.[Li+].[OH-].Cl, predict the reaction product. (4) Given the reactants [H-].[H-].[H-].[H-].[Li+].[Al+3].[CH2:7]([CH:11]1[NH:16][C:15](=O)[CH2:14][C:13](=[O:18])[CH2:12]1)[CH:8]([CH3:10])[CH3:9], predict the reaction product. The product is: [CH2:7]([CH:11]1[CH2:12][CH:13]([OH:18])[CH2:14][CH2:15][NH:16]1)[CH:8]([CH3:10])[CH3:9]. (5) Given the reactants [F:1][C:2]([F:42])([F:41])[C:3]1[CH:4]=[C:5]([CH:34]=[C:35]([C:37]([F:40])([F:39])[F:38])[CH:36]=1)[C:6]([N:8]1[CH2:13][CH2:12][N:11]([CH2:14][CH2:15][N:16]2[CH2:21][CH2:20][O:19][C@H:18]([CH2:22][O:23][CH3:24])[CH2:17]2)[CH2:10][C@H:9]1[CH2:25][C:26]1[CH:31]=[CH:30][C:29]([CH3:32])=[C:28]([NH2:33])[CH:27]=1)=[O:7].[F:43][C:44]([F:55])([F:54])[C:45](O[C:45](=[O:46])[C:44]([F:55])([F:54])[F:43])=[O:46], predict the reaction product. The product is: [F:40][C:37]([F:38])([F:39])[C:35]1[CH:34]=[C:5]([CH:4]=[C:3]([C:2]([F:1])([F:41])[F:42])[CH:36]=1)[C:6]([N:8]1[CH2:13][CH2:12][N:11]([CH2:14][CH2:15][N:16]2[CH2:21][CH2:20][O:19][C@H:18]([CH2:22][O:23][CH3:24])[CH2:17]2)[CH2:10][C@H:9]1[CH2:25][C:26]1[CH:31]=[CH:30][C:29]([CH3:32])=[C:28]([NH:33][C:45](=[O:46])[C:44]([F:55])([F:54])[F:43])[CH:27]=1)=[O:7]. (6) Given the reactants [Cl:1][C:2]1[CH:7]=[C:6]2[NH:8][C:9](=[O:32])[C:10]3([CH:15]([C:16]4[CH:21]=[CH:20][CH:19]=[C:18]([Cl:22])[CH:17]=4)[CH2:14][C:13](=O)[NH:12][CH:11]3[C:24]3[CH:29]=[CH:28][C:27]([F:30])=[CH:26][C:25]=3[F:31])[C:5]2=[CH:4][CH:3]=1.[BH4-].[Na+], predict the reaction product. The product is: [Cl:1][C:2]1[CH:7]=[C:6]2[NH:8][C:9](=[O:32])[C:10]3([CH:15]([C:16]4[CH:21]=[CH:20][CH:19]=[C:18]([Cl:22])[CH:17]=4)[CH2:14][CH2:13][NH:12][CH:11]3[C:24]3[CH:29]=[CH:28][C:27]([F:30])=[CH:26][C:25]=3[F:31])[C:5]2=[CH:4][CH:3]=1. (7) Given the reactants CO[C:3]([C:5]1[NH:6][C:7]2[CH:8]=[C:9]([NH:19][C:20]([O:22][C:23]([CH3:26])([CH3:25])[CH3:24])=[O:21])[CH:10]=[C:11]3[C:17](=[O:18])[NH:16][N:15]=[CH:14][C:13]=1[C:12]=23)=O.[N:27]1[CH:32]=[CH:31]C(B(O)O)=[CH:29][CH:28]=1.C(=O)([O-])[O-].[Na+].[Na+], predict the reaction product. The product is: [O:18]=[C:17]1[C:11]2[C:12]3[C:13](=[C:5]([C:3]4[CH:31]=[CH:32][N:27]=[CH:28][CH:29]=4)[NH:6][C:7]=3[CH:8]=[C:9]([NH:19][C:20](=[O:21])[O:22][C:23]([CH3:25])([CH3:26])[CH3:24])[CH:10]=2)[CH:14]=[N:15][NH:16]1.